Dataset: Catalyst prediction with 721,799 reactions and 888 catalyst types from USPTO. Task: Predict which catalyst facilitates the given reaction. (1) Reactant: [C:1]([N:4]1[C:12]2[C:7](=[CH:8][CH:9]=[C:10]([O:13][CH3:14])[CH:11]=2)[C:6](=O)[CH2:5]1)(=[O:3])[CH3:2].[CH3:16][O:17][C:18](=[O:39])[CH:19]=P(C1C=CC=CC=1)(C1C=CC=CC=1)C1C=CC=CC=1. Product: [CH3:16][O:17][C:18](=[O:39])[CH2:19][C:6]1[C:7]2[C:12](=[CH:11][C:10]([O:13][CH3:14])=[CH:9][CH:8]=2)[N:4]([C:1](=[O:3])[CH3:2])[CH:5]=1. The catalyst class is: 11. (2) Reactant: [Br:1][C:2]1[C:3]([OH:16])=[C:4]2[C:9](=[CH:10][CH:11]=1)[N:8]([C:12](=[O:14])[CH3:13])[C@@H:7]([CH3:15])[CH2:6][CH2:5]2.Cl[C:18]1[N:27]=[CH:26][C:25]2[C:20](=[CH:21][CH:22]=[CH:23][CH:24]=2)[N:19]=1.C(=O)([O-])[O-].[K+].[K+].O. Product: [Br:1][C:2]1[C:3]([O:16][C:18]2[N:27]=[CH:26][C:25]3[C:20](=[CH:21][CH:22]=[CH:23][CH:24]=3)[N:19]=2)=[C:4]2[C:9](=[CH:10][CH:11]=1)[N:8]([C:12](=[O:14])[CH3:13])[C@@H:7]([CH3:15])[CH2:6][CH2:5]2. The catalyst class is: 9.